From a dataset of Full USPTO retrosynthesis dataset with 1.9M reactions from patents (1976-2016). Predict the reactants needed to synthesize the given product. (1) Given the product [CH:27]([NH:24][C:25]([NH:1][C:2]1[CH:3]=[C:4]([CH:21]=[CH:22][CH:23]=1)[O:5][C:6]1[CH:7]=[CH:8][C:9]2[N:10]([CH:12]=[C:13]([NH:15][C:16]([CH:18]3[CH2:20][CH2:19]3)=[O:17])[N:14]=2)[CH:11]=1)=[O:26])([CH3:29])[CH3:28], predict the reactants needed to synthesize it. The reactants are: [NH2:1][C:2]1[CH:3]=[C:4]([CH:21]=[CH:22][CH:23]=1)[O:5][C:6]1[CH:7]=[CH:8][C:9]2[N:10]([CH:12]=[C:13]([NH:15][C:16]([CH:18]3[CH2:20][CH2:19]3)=[O:17])[N:14]=2)[CH:11]=1.[N:24]([CH:27]([CH3:29])[CH3:28])=[C:25]=[O:26].N1C=CC=CC=1. (2) Given the product [CH3:9][O:10][C:11](=[O:46])[CH:12]=[CH:1][C:50]1[S:49][C:48]([CH3:47])=[N:52][C:51]=1[CH3:55], predict the reactants needed to synthesize it. The reactants are: [CH3:1]N(C)C(N(C)C)=N.[CH3:9][O:10][C:11](=[O:46])[CH:12](P(OC)(OC)=O)NC(=O)C1C(C)=CC(N2C(NCC3C=CC=C4C=3C=CN4)=NN=N2)=CC=1C.[CH3:47][C:48]1[S:49][CH2:50][C:51]([CH3:55])(C=O)[N:52]=1. (3) Given the product [CH2:22]([O:23][C:25](=[O:27])/[CH:26]=[CH:19]/[C:12]1[C:13]2[CH2:14][CH2:15][CH2:16][CH2:17][C:18]=2[C:9]([O:8][CH2:1][C:2]2[CH:3]=[CH:4][CH:5]=[CH:6][CH:7]=2)=[CH:10][CH:11]=1)[CH3:21], predict the reactants needed to synthesize it. The reactants are: [CH2:1]([O:8][C:9]1[C:18]2[CH2:17][CH2:16][CH2:15][CH2:14][C:13]=2[C:12]([CH:19]=O)=[CH:11][CH:10]=1)[C:2]1[CH:7]=[CH:6][CH:5]=[CH:4][CH:3]=1.[CH3:21][CH2:22][O-:23].[Na+].[CH2:25]([OH:27])[CH3:26]. (4) Given the product [F:1][C:2]1[CH:10]=[CH:9][C:8]([CH:11]=[O:12])=[CH:7][C:3]=1[C:4]([N:18]([CH3:19])[CH3:17])=[O:5], predict the reactants needed to synthesize it. The reactants are: [F:1][C:2]1[CH:10]=[CH:9][C:8]([CH:11]=[O:12])=[CH:7][C:3]=1[C:4](O)=[O:5].S(Cl)(Cl)=O.[CH3:17][NH:18][CH3:19]. (5) Given the product [Cl:1][C:2]1[CH:3]=[C:4]([C:9]2[CH:21]=[CH:20][C:12]([C:13]([NH:15][S:16]([CH3:19])(=[O:18])=[O:17])=[O:14])=[CH:11][C:10]=2[O:22][CH3:23])[CH:5]=[N:6][C:7]=1[O:39][C:32]1[C:33]([F:38])=[CH:34][CH:35]=[C:36]([F:37])[C:31]=1[F:30], predict the reactants needed to synthesize it. The reactants are: [Cl:1][C:2]1[CH:3]=[C:4]([C:9]2[CH:21]=[CH:20][C:12]([C:13]([NH:15][S:16]([CH3:19])(=[O:18])=[O:17])=[O:14])=[CH:11][C:10]=2[O:22][CH3:23])[CH:5]=[N:6][C:7]=1F.C([O-])([O-])=O.[Cs+].[Cs+].[F:30][C:31]1[C:36]([F:37])=[CH:35][CH:34]=[C:33]([F:38])[C:32]=1[OH:39]. (6) Given the product [CH3:26][C:25]1[N:21]([CH2:20][C:19]([F:32])([F:31])[F:18])[N:22]=[CH:23][C:24]=1[C:27]1[N:11]([C:12]2[CH:13]=[N:14][CH:15]=[CH:16][CH:17]=2)[CH:1]=[N:30][N:29]=1, predict the reactants needed to synthesize it. The reactants are: [CH2:1](OC(OCC)OCC)C.[NH2:11][C:12]1[CH:13]=[N:14][CH:15]=[CH:16][CH:17]=1.[F:18][C:19]([F:32])([F:31])[CH2:20][N:21]1[C:25]([CH3:26])=[C:24]([C:27]([NH:29][NH2:30])=O)[CH:23]=[N:22]1.C(O)(=O)C.